This data is from Catalyst prediction with 721,799 reactions and 888 catalyst types from USPTO. The task is: Predict which catalyst facilitates the given reaction. (1) Reactant: [C:1]([OH:10])(=[O:9])[C:2]1[C:3](=[CH:5][CH:6]=[CH:7][CH:8]=1)[NH2:4].[C:11](Cl)(=O)[C:12]1[CH:17]=[CH:16][CH:15]=[CH:14][CH:13]=1.C(Cl)(=O)C(Cl)=O.C(=O)([O-])O.[Na+]. Product: [C:12]1([C:11]2[O:9][C:1](=[O:10])[C:2]3[CH:8]=[CH:7][CH:6]=[CH:5][C:3]=3[N:4]=2)[CH:17]=[CH:16][CH:15]=[CH:14][CH:13]=1. The catalyst class is: 672. (2) Reactant: Cl.[CH2:2]([N:9]1[C@@H:16]([CH2:17][O:18][Si:19]([C:22]([CH3:25])([CH3:24])[CH3:23])([CH3:21])[CH3:20])[CH2:15][NH:14][CH2:13][C:10]21[CH2:12][CH2:11]2)[C:3]1[CH:8]=[CH:7][CH:6]=[CH:5][CH:4]=1.[CH3:26][C:27]([O:30][C:31](O[C:31]([O:30][C:27]([CH3:29])([CH3:28])[CH3:26])=[O:32])=[O:32])([CH3:29])[CH3:28].C([O-])(O)=O.[Na+]. Product: [CH2:2]([N:9]1[C@@H:16]([CH2:17][O:18][Si:19]([C:22]([CH3:25])([CH3:24])[CH3:23])([CH3:20])[CH3:21])[CH2:15][N:14]([C:31]([O:30][C:27]([CH3:29])([CH3:28])[CH3:26])=[O:32])[CH2:13][C:10]21[CH2:11][CH2:12]2)[C:3]1[CH:8]=[CH:7][CH:6]=[CH:5][CH:4]=1. The catalyst class is: 34. (3) Reactant: [CH3:1][O:2][C:3]1[CH:8]=[CH:7][C:6]([CH2:9][C:10](Cl)=[O:11])=[CH:5][CH:4]=1.[NH2:13][C:14]1[S:15][C:16]2[CH:22]=[C:21]([C:23]([F:26])([F:25])[F:24])[CH:20]=[CH:19][C:17]=2[N:18]=1. Product: [F:26][C:23]([F:24])([F:25])[C:21]1[CH:20]=[CH:19][C:17]2[N:18]=[C:14]([NH:13][C:10](=[O:11])[CH2:9][C:6]3[CH:7]=[CH:8][C:3]([O:2][CH3:1])=[CH:4][CH:5]=3)[S:15][C:16]=2[CH:22]=1. The catalyst class is: 1. (4) Reactant: [C:1]([NH:5][C:6]1[CH:14]=[CH:13][CH:12]=[CH:11][C:7]=1[C:8]([OH:10])=[O:9])(=O)[CH2:2][CH3:3]. Product: [CH2:2]([C:1]1[O:9][C:8](=[O:10])[C:7]2[CH:11]=[CH:12][CH:13]=[CH:14][C:6]=2[N:5]=1)[CH3:3]. The catalyst class is: 152.